This data is from Full USPTO retrosynthesis dataset with 1.9M reactions from patents (1976-2016). The task is: Predict the reactants needed to synthesize the given product. Given the product [OH:34][C:29]1[C:30](=[O:31])[N:9]2[CH:10]=[C:11]([N:13]3[CH2:14][CH2:15][O:16][CH2:17][CH2:18]3)[CH:12]=[C:7]([N:4]3[CH2:5][CH2:6][O:1][CH2:2][CH2:3]3)[C:8]2=[N:19][C:24]=1[C:25]([O:27][CH3:28])=[O:26], predict the reactants needed to synthesize it. The reactants are: [O:1]1[CH2:6][CH2:5][N:4]([C:7]2[C:8]([NH2:19])=[N:9][CH:10]=[C:11]([N:13]3[CH2:18][CH2:17][O:16][CH2:15][CH2:14]3)[CH:12]=2)[CH2:3][CH2:2]1.C(O/[C:24](=[C:29](/[O:34]C(=O)C)\[C:30](OC)=[O:31])/[C:25]([O:27][CH3:28])=[O:26])(=O)C.C(O)(=O)C.